From a dataset of Forward reaction prediction with 1.9M reactions from USPTO patents (1976-2016). Predict the product of the given reaction. (1) Given the reactants [C:1]([C:3]1[CH:15]=[C:14]2[C:6]([C:7]3[C:8](=[O:30])[C:9]4[CH:21]=[CH:20][C:19](OS(C(F)(F)F)(=O)=O)=[CH:18][C:10]=4[C:11]([CH3:17])([CH3:16])[C:12]=3[NH:13]2)=[CH:5][CH:4]=1)#[N:2].[NH:31]1[CH2:36][CH2:35][S:34](=[O:38])(=[O:37])[CH2:33][CH2:32]1.C1C=CC(P(C2C(C3C(P(C4C=CC=CC=4)C4C=CC=CC=4)=CC=C4C=3C=CC=C4)=C3C(C=CC=C3)=CC=2)C2C=CC=CC=2)=CC=1.[O-]P([O-])([O-])=O.[K+].[K+].[K+], predict the reaction product. The product is: [O:37]=[S:34]1(=[O:38])[CH2:35][CH2:36][N:31]([C:19]2[CH:20]=[CH:21][C:9]3[C:8](=[O:30])[C:7]4[C:6]5[C:14](=[CH:15][C:3]([C:1]#[N:2])=[CH:4][CH:5]=5)[NH:13][C:12]=4[C:11]([CH3:16])([CH3:17])[C:10]=3[CH:18]=2)[CH2:32][CH2:33]1. (2) Given the reactants [CH2:1]1[O:10][C:9]2[CH:8]=[CH:7][C:5]([NH2:6])=[CH:4][C:3]=2[O:2]1.I[CH:12]([CH3:14])[CH3:13].C(N(CC)CC)C, predict the reaction product. The product is: [CH:12]([NH:6][C:5]1[CH:7]=[CH:8][C:9]2[O:10][CH2:1][O:2][C:3]=2[CH:4]=1)([CH3:14])[CH3:13]. (3) Given the reactants [N:1]([CH2:4][CH2:5][O:6][CH2:7][CH2:8][O:9][CH2:10][C:11]#[CH:12])=[N+]=[N-].C1(P(C2C=CC=CC=2)C2C=CC=CC=2)C=CC=CC=1.O, predict the reaction product. The product is: [CH2:10]([O:9][CH2:8][CH2:7][O:6][CH2:5][CH2:4][NH2:1])[C:11]#[CH:12].